From a dataset of Forward reaction prediction with 1.9M reactions from USPTO patents (1976-2016). Predict the product of the given reaction. (1) The product is: [CH2:1]([N:3]([CH:30]1[CH2:31][CH2:32][O:33][CH2:34][CH2:35]1)[C:4]1[C:19]2[CH2:18][CH:17]=[CH:16][CH:15]([CH2:20][OH:21])[CH2:14][C:13]3[CH:22]=[C:23]([CH3:28])[NH:24][C:25](=[O:26])[C:12]=3[CH2:11][NH:10][C:9](=[O:29])[C:8]=2[CH:7]=[CH:6][CH:5]=1)[CH3:2]. Given the reactants [CH2:1]([N:3]([CH:30]1[CH2:35][CH2:34][O:33][CH2:32][CH2:31]1)[C:4]1[C:19]2[CH2:18][CH:17]=[CH:16][CH:15]([CH2:20][OH:21])[CH2:14][C:13]3[CH:22]=[C:23]([CH3:28])[N:24]=[C:25]([O:26]C)[C:12]=3[CH2:11][NH:10][C:9](=[O:29])[C:8]=2[CH:7]=[CH:6][CH:5]=1)[CH3:2].FC(F)(F)C([O-])=O.Cl, predict the reaction product. (2) Given the reactants [C:1]1([CH2:7][O:8][CH2:9][C:10]2[O:14][C:13]([CH2:15]O)=[N:12][CH:11]=2)[CH:6]=[CH:5][CH:4]=[CH:3][CH:2]=1.C1C=CC(P(C2C=CC=CC=2)C2C=CC=CC=2)=CC=1.C(Cl)(Cl)(Cl)[Cl:37], predict the reaction product. The product is: [Cl:37][CH2:15][C:13]1[O:14][C:10]([CH2:9][O:8][CH2:7][C:1]2[CH:6]=[CH:5][CH:4]=[CH:3][CH:2]=2)=[CH:11][N:12]=1. (3) Given the reactants CN(C(ON1N=NC2C=CC=NC1=2)=[N+](C)C)C.F[P-](F)(F)(F)(F)F.[F:25][C:26]1[CH:27]=[C:28]([C:33]2[CH:38]=[CH:37][C:36]([C:39]([OH:41])=O)=[C:35]([N+:42]([O-:44])=[O:43])[CH:34]=2)[CH:29]=[C:30]([F:32])[CH:31]=1.Cl.[NH2:46][C@@H:47]([CH:52]1[CH2:57][CH2:56][CH2:55][CH2:54][CH2:53]1)[C:48]([O:50][CH3:51])=[O:49].C(N(C(C)C)CC)(C)C, predict the reaction product. The product is: [CH:52]1([C@H:47]([NH:46][C:39]([C:36]2[CH:37]=[CH:38][C:33]([C:28]3[CH:29]=[C:30]([F:32])[CH:31]=[C:26]([F:25])[CH:27]=3)=[CH:34][C:35]=2[N+:42]([O-:44])=[O:43])=[O:41])[C:48]([O:50][CH3:51])=[O:49])[CH2:57][CH2:56][CH2:55][CH2:54][CH2:53]1. (4) The product is: [CH2:13]1[C@H:6]2[C@H:5]([CH2:4][NH:3][C:2](=[O:1])[C:8]3[CH:9]=[CH:10][CH:11]=[CH:12][C:7]=32)[CH2:16][NH:15][CH2:14]1. Given the reactants [O:1]=[C:2]1[C:8]2[CH:9]=[CH:10][CH:11]=[CH:12][C:7]=2[C@H:6]2[CH2:13][CH2:14][N:15](C(OC(C)(C)C)=O)[CH2:16][C@H:5]2[CH2:4][NH:3]1.Cl.CO, predict the reaction product. (5) The product is: [CH:1]1([N:6]2[C:10]3[C:11]4[N:12]([C:25]([C:21]5[S:20][CH:24]=[CH:23][CH:22]=5)=[N:27][N:28]=4)[CH2:13][CH2:14][C:9]=3[C:8]([CH2:18][CH3:19])=[N:7]2)[CH2:2][CH2:3][CH2:4][CH2:5]1. Given the reactants [CH:1]1([N:6]2[C:10]3[C:11](OCC)=[N:12][CH2:13][CH2:14][C:9]=3[C:8]([CH2:18][CH3:19])=[N:7]2)[CH2:5][CH2:4][CH2:3][CH2:2]1.[S:20]1[CH:24]=[CH:23][CH:22]=[C:21]1[C:25]([NH:27][NH2:28])=O, predict the reaction product. (6) Given the reactants [CH2:1]([N:8]1[CH2:12][C@H:11]([C:13]2[CH:18]=[CH:17][C:16]([F:19])=[C:15]([F:20])[CH:14]=2)[C@@H:10]([C:21](=[O:23])[CH3:22])[CH2:9]1)[C:2]1[CH:7]=[CH:6][CH:5]=[CH:4][CH:3]=1.[H-].[H-].[H-].[H-].[Li+].[Al+3], predict the reaction product. The product is: [CH2:1]([N:8]1[CH2:12][C@H:11]([C:13]2[CH:18]=[CH:17][C:16]([F:19])=[C:15]([F:20])[CH:14]=2)[C@@H:10]([C@H:21]([OH:23])[CH3:22])[CH2:9]1)[C:2]1[CH:3]=[CH:4][CH:5]=[CH:6][CH:7]=1. (7) Given the reactants [C:1]([C:4]1[C:12]2[C:7](=[CH:8][CH:9]=[CH:10][CH:11]=2)[NH:6][C:5]=1[C:13]1[CH:18]=[CH:17][C:16]([Cl:19])=[CH:15][CH:14]=1)(=[O:3])[CH3:2].[CH2:20](Br)[CH2:21][C:22]1[CH:27]=[CH:26][CH:25]=[CH:24][CH:23]=1.[H-].[Na+], predict the reaction product. The product is: [C:1]([C:4]1[C:12]2[C:7](=[CH:8][CH:9]=[CH:10][CH:11]=2)[N:6]([CH2:20][CH2:21][C:22]2[CH:27]=[CH:26][CH:25]=[CH:24][CH:23]=2)[C:5]=1[C:13]1[CH:14]=[CH:15][C:16]([Cl:19])=[CH:17][CH:18]=1)(=[O:3])[CH3:2].